Dataset: Reaction yield outcomes from USPTO patents with 853,638 reactions. Task: Predict the reaction yield, written as a fraction of the theoretical maximum amount of product (1.0 means a 100% yield; for example, 0.34 means a 34% yield). (1) The reactants are [CH2:1]([O:8][C:9]1[C:17]([F:18])=[CH:16][CH:15]=[C:14]2[C:10]=1[C:11]([C:19](=O)[C:20]([N:22]([CH3:24])[CH3:23])=O)=[CH:12][NH:13]2)[C:2]1[CH:7]=[CH:6][CH:5]=[CH:4][CH:3]=1.[H-].[H-].[H-].[H-].[Li+].[Al+3]. The catalyst is O1CCOCC1. The product is [CH2:1]([O:8][C:9]1[C:17]([F:18])=[CH:16][CH:15]=[C:14]2[C:10]=1[C:11]([CH2:19][CH2:20][N:22]([CH3:23])[CH3:24])=[CH:12][NH:13]2)[C:2]1[CH:3]=[CH:4][CH:5]=[CH:6][CH:7]=1. The yield is 0.800. (2) The reactants are [Cl:1][C:2]1[CH:3]=[C:4]([NH:8][C:9]([N:11]2[CH2:16][CH2:15][C:14]3[NH:17][N:18]=[C:19]([OH:20])[C:13]=3[CH2:12]2)=[O:10])[CH:5]=[CH:6][CH:7]=1.[F:21][C:22]([F:41])([F:40])[S:23](N(C1C=CC=CC=1)[S:23]([C:22]([F:41])([F:40])[F:21])(=[O:25])=[O:24])(=[O:25])=[O:24]. No catalyst specified. The product is [F:21][C:22]([F:41])([F:40])[S:23]([O:20][C:19]1[C:13]2[CH2:12][N:11]([C:9](=[O:10])[NH:8][C:4]3[CH:5]=[CH:6][CH:7]=[C:2]([Cl:1])[CH:3]=3)[CH2:16][CH2:15][C:14]=2[NH:17][N:18]=1)(=[O:25])=[O:24]. The yield is 0.585. (3) The reactants are [CH2:1]([O:3][C:4]([N:6]1[CH2:12][CH2:11][C:10]2[CH:13]=[CH:14][S:15][C:9]=2[CH2:8][CH2:7]1)=[O:5])[CH3:2].[CH3:16][C:17]([CH3:22])([CH3:21])[C:18](Cl)=[O:19].[Al+3].[Cl-].[Cl-].[Cl-]. The catalyst is ClC(Cl)C. The product is [CH2:1]([O:3][C:4]([N:6]1[CH2:12][CH2:11][C:10]2[CH:13]=[C:14]([C:18](=[O:19])[C:17]([CH3:22])([CH3:21])[CH3:16])[S:15][C:9]=2[CH2:8][CH2:7]1)=[O:5])[CH3:2]. The yield is 0.270. (4) The reactants are Cl.Cl[CH2:3][C:4]1[N:13]=[C:12]([N:14]([C:16]2[CH:21]=[CH:20][C:19]([O:22][CH3:23])=[CH:18][CH:17]=2)[CH3:15])[C:11]2[C:6](=[CH:7][CH:8]=[CH:9][CH:10]=2)[N:5]=1.Cl[C:25]1[C:34]2C(=CC=CC=2)N=C(CCl)[N:26]=1.C[O:38]C1C=CC(NC)=CC=1.Cl. The catalyst is CC(O)C. The product is [CH3:23][O:22][C:19]1[CH:20]=[CH:21][C:16]([N:14]([CH3:15])[C:12]2[C:11]3[C:6](=[CH:7][CH:8]=[CH:9][CH:10]=3)[N:5]=[C:4]([CH2:3][NH:26][C:25](=[O:38])[CH3:34])[N:13]=2)=[CH:17][CH:18]=1. The yield is 0.850. (5) The reactants are [NH:1]1[C:5](=[O:6])[CH2:4][CH2:3][C@H:2]1[C:7]([N:9]1[CH2:23][CH2:22][CH2:21][C@H:10]1[C:11]([O:13]CC1C=CC=CC=1)=[O:12])=[O:8]. The catalyst is [Pd].CO. The product is [NH:1]1[C:5](=[O:6])[CH2:4][CH2:3][C@H:2]1[C:7]([N:9]1[CH2:23][CH2:22][CH2:21][C@H:10]1[C:11]([OH:13])=[O:12])=[O:8]. The yield is 0.800. (6) The reactants are Cl.[N:2]1[CH:7]=[CH:6][C:5]([C:8]2[CH:16]=CC(C(O)=O)=CN=2)=[CH:4][CH:3]=1.FC(F)(F)C(O)=O.[Cl:24][C:25]1[CH:26]=[C:27]2[C:32](=[CH:33][CH:34]=1)[CH:31]=[C:30]([S:35]([N:38]1[CH2:43]CNC[CH2:39]1)(=[O:37])=[O:36])[CH:29]=[CH:28]2.ON1C2C=CC=CC=2N=N1.CN1CCOCC1.Cl.[CH3:62][N:63]([CH3:72])[CH2:64][CH2:65][CH2:66][N:67]=[C:68]=NCC. The catalyst is ClCCl.CN(C)C=O. The product is [ClH:24].[Cl:24][C:25]1[CH:26]=[C:27]2[C:32](=[CH:33][CH:34]=1)[CH:31]=[C:30]([S:35]([N:38]1[CH2:43][CH2:62][N:63]([CH2:64][C:65]3[C:8]([C:5]4[CH:4]=[CH:3][N:2]=[CH:7][CH:6]=4)=[CH:16][CH:68]=[N:67][CH:66]=3)[CH2:72][CH2:39]1)(=[O:36])=[O:37])[CH:29]=[CH:28]2. The yield is 0.550.